Dataset: Catalyst prediction with 721,799 reactions and 888 catalyst types from USPTO. Task: Predict which catalyst facilitates the given reaction. (1) Reactant: [C:1]([C:5]1[CH:6]=[C:7]([N+:19]([O-])=O)[C:8]([O:17][CH3:18])=[C:9]([CH:11]([OH:16])[C:12]([F:15])([F:14])[F:13])[CH:10]=1)([CH3:4])([CH3:3])[CH3:2].[Cl-].[NH4+]. Product: [NH2:19][C:7]1[C:8]([O:17][CH3:18])=[C:9]([CH:11]([OH:16])[C:12]([F:14])([F:15])[F:13])[CH:10]=[C:5]([C:1]([CH3:4])([CH3:3])[CH3:2])[CH:6]=1. The catalyst class is: 190. (2) Reactant: [CH:1]([CH:3]1[O:8][CH2:7][CH2:6][N:5]([C:9]([O:11][CH2:12][C:13]2[CH:18]=[CH:17][CH:16]=[CH:15][CH:14]=2)=[O:10])[CH2:4]1)=O.C1(P(C2C=CC=CC=2)(C2C=CC=CC=2)=[CH:26][C:27]([O:29][CH3:30])=[O:28])C=CC=CC=1. Product: [CH3:30][O:29][C:27](=[O:28])[CH:26]=[CH:1][CH:3]1[O:8][CH2:7][CH2:6][N:5]([C:9]([O:11][CH2:12][C:13]2[CH:14]=[CH:15][CH:16]=[CH:17][CH:18]=2)=[O:10])[CH2:4]1. The catalyst class is: 2. (3) Reactant: [BH4-].[Na+].[Br:3][C:4]1[CH:9]=[CH:8][C:7]([CH:10]2[CH2:13][C:12](=[O:14])[CH2:11]2)=[C:6]([O:15][CH3:16])[CH:5]=1. The catalyst class is: 7. Product: [Br:3][C:4]1[CH:9]=[CH:8][C:7]([C@@H:10]2[CH2:11][C@H:12]([OH:14])[CH2:13]2)=[C:6]([O:15][CH3:16])[CH:5]=1. (4) Reactant: [F:1][C:2]([F:11])([F:10])[CH2:3][CH2:4][CH:5]([C:8]#[N:9])[C:6]#[N:7].[CH:12]([C:14]([CH3:16])=[O:15])=[CH2:13].C(=O)([O-])[O-].[K+].[K+].Cl. Product: [F:1][C:2]([F:10])([F:11])[CH2:3][CH2:4][C:5]([CH2:13][CH2:12][C:14](=[O:15])[CH3:16])([C:8]#[N:9])[C:6]#[N:7]. The catalyst class is: 21. (5) Reactant: O.[NH2:2][NH2:3].[CH:4]1[C:9]([C:10]([OH:12])=[O:11])=[CH:8][C:7]2[C:13](O[C:16](=[O:17])[C:6]=2[CH:5]=1)=[O:14]. Product: [O:17]=[C:16]1[C:6]2[C:7](=[CH:8][C:9]([C:10]([OH:12])=[O:11])=[CH:4][CH:5]=2)[C:13](=[O:14])[NH:3][NH:2]1. The catalyst class is: 52.